Dataset: Peptide-MHC class I binding affinity with 185,985 pairs from IEDB/IMGT. Task: Regression. Given a peptide amino acid sequence and an MHC pseudo amino acid sequence, predict their binding affinity value. This is MHC class I binding data. The peptide sequence is ICFTPGNL. The MHC is H-2-Db with pseudo-sequence H-2-Db. The binding affinity (normalized) is 0.